The task is: Predict the product of the given reaction.. This data is from Forward reaction prediction with 1.9M reactions from USPTO patents (1976-2016). (1) Given the reactants Cl(O)(=O)(=O)=O.O1[C:10]2([CH2:15][CH2:14][CH2:13][CH2:12][CH:11]2[C:16]([NH2:18])=[O:17])OCC1.[C:19](=[O:22])([O-])O.[Na+], predict the reaction product. The product is: [O:17]=[C:16]1[C:11]2[CH2:12][CH2:13][CH2:14][CH2:15][C:10]=2[C:15]2[CH:14]=[CH:13][C:12]([N:18]3[C:16](=[O:17])[C:11]4[C:10](=[CH:15][CH:14]=[CH:13][CH:12]=4)[C:19]3=[O:22])=[CH:11][C:10]=2[NH:18]1. (2) Given the reactants [NH2:1][C:2]1[CH:3]=[C:4]([CH:11]=[CH:12][CH:13]=1)[C:5]([O:7][CH2:8][CH:9]=[CH2:10])=[O:6].[C:14]([S:17][CH:18]1[CH2:22][N:21]([C:23]([O:25][CH2:26][C:27]2[CH:32]=[CH:31][C:30]([N+:33]([O-:35])=[O:34])=[CH:29][CH:28]=2)=[O:24])[CH:20]([C:36](O)=[O:37])[CH2:19]1)(=[O:16])[CH3:15].CCOC1N(C(OCC)=O)C2C(=CC=CC=2)C=C1, predict the reaction product. The product is: [C:14]([S:17][C@@H:18]1[CH2:22][N:21]([C:23]([O:25][CH2:26][C:27]2[CH:32]=[CH:31][C:30]([N+:33]([O-:35])=[O:34])=[CH:29][CH:28]=2)=[O:24])[C@H:20]([C:36](=[O:37])[NH:1][C:2]2[CH:13]=[CH:12][CH:11]=[C:4]([C:5]([O:7][CH2:8][CH:9]=[CH2:10])=[O:6])[CH:3]=2)[CH2:19]1)(=[O:16])[CH3:15]. (3) Given the reactants [C:1]([O:5][C:6](=[O:37])[N:7]([CH2:14][CH2:15][NH:16][C:17]1[N:22]2[N:23]=[C:24]([CH3:35])[C:25]([C:26]3[C:31]([Cl:32])=[CH:30][C:29]([OH:33])=[CH:28][C:27]=3[Cl:34])=[C:21]2[N:20]=[C:19]([CH3:36])[CH:18]=1)[CH:8]1[CH2:13][CH2:12][O:11][CH2:10][CH2:9]1)([CH3:4])([CH3:3])[CH3:2].N1C(C)=CC=CC=1C.F[C:47](F)(F)[S:48](O[S:48]([C:47](F)(F)F)(=[O:50])=[O:49])(=[O:50])=[O:49], predict the reaction product. The product is: [C:1]([O:5][C:6]([N:7]([CH:8]1[CH2:13][CH2:12][O:11][CH2:10][CH2:9]1)[CH2:14][CH2:15][NH:16][C:17]1[N:22]2[N:23]=[C:24]([CH3:35])[C:25]([C:26]3[C:27]([Cl:34])=[CH:28][C:29]([O:33][S:48]([CH3:47])(=[O:50])=[O:49])=[CH:30][C:31]=3[Cl:32])=[C:21]2[N:20]=[C:19]([CH3:36])[CH:18]=1)=[O:37])([CH3:4])([CH3:3])[CH3:2]. (4) Given the reactants [F:1][C:2]([F:16])([F:15])[C:3]1[CH:4]=[C:5]([CH:8]=[C:9]([C:11]([F:14])([F:13])[F:12])[CH:10]=1)[CH2:6][NH2:7].C(N(CC)CC)C.[CH3:24][O:25][C:26](=[O:38])/[C:27](/[N:36]=[CH2:37])=[C:28](/Br)\[C:29]1[CH:34]=[CH:33][CH:32]=[CH:31][CH:30]=1.C([O-])(O)=O.[Na+], predict the reaction product. The product is: [CH3:24][O:25][C:26]([C:27]1[N:36]=[CH:37][N:7]([CH2:6][C:5]2[CH:4]=[C:3]([C:2]([F:15])([F:16])[F:1])[CH:10]=[C:9]([C:11]([F:14])([F:12])[F:13])[CH:8]=2)[C:28]=1[C:29]1[CH:34]=[CH:33][CH:32]=[CH:31][CH:30]=1)=[O:38]. (5) Given the reactants [N:1]1([CH2:7][CH2:8][O:9][C:10]2[C:19]3[C:14](=[CH:15][CH:16]=[CH:17][CH:18]=3)[C:13]([NH2:20])=[CH:12][CH:11]=2)[CH2:6][CH2:5][O:4][CH2:3][CH2:2]1.[Cl:21][C:22]1[CH:23]=[C:24]([CH:28]=[CH:29][N:30]=1)[C:25](Cl)=[O:26].CCN(C(C)C)C(C)C, predict the reaction product. The product is: [Cl:21][C:22]1[CH:23]=[C:24]([CH:28]=[CH:29][N:30]=1)[C:25]([NH:20][C:13]1[C:14]2[C:19](=[CH:18][CH:17]=[CH:16][CH:15]=2)[C:10]([O:9][CH2:8][CH2:7][N:1]2[CH2:6][CH2:5][O:4][CH2:3][CH2:2]2)=[CH:11][CH:12]=1)=[O:26].